This data is from Full USPTO retrosynthesis dataset with 1.9M reactions from patents (1976-2016). The task is: Predict the reactants needed to synthesize the given product. (1) Given the product [Cl:1][C:2]1[CH:3]=[C:4]([CH2:28][CH3:29])[CH:5]=[C:6]2[C:11]=1[O:10][CH:9]([C:12]([F:15])([F:14])[F:13])[C:8]([C:16]([O:18][CH2:19][CH3:20])=[O:17])=[CH:7]2, predict the reactants needed to synthesize it. The reactants are: [Cl:1][C:2]1[CH:3]=[C:4](I)[CH:5]=[C:6]2[C:11]=1[O:10][CH:9]([C:12]([F:15])([F:14])[F:13])[C:8]([C:16]([O:18][CH2:19][CH3:20])=[O:17])=[CH:7]2.C(=O)([O-])[O-].[K+].[K+].[CH2:28](B(CC)CC)[CH3:29].O. (2) Given the product [Br:8][C:5]1[CH:6]=[CH:7][C:2]([NH:1][S:25]([C:22]2[CH:23]=[CH:24][C:19]([CH2:17][CH3:18])=[CH:20][CH:21]=2)(=[O:27])=[O:26])=[C:3]([C:9]([C:11]2[CH:16]=[CH:15][N:14]=[CH:13][CH:12]=2)=[O:10])[CH:4]=1, predict the reactants needed to synthesize it. The reactants are: [NH2:1][C:2]1[CH:7]=[CH:6][C:5]([Br:8])=[CH:4][C:3]=1[C:9]([C:11]1[CH:16]=[CH:15][N:14]=[CH:13][CH:12]=1)=[O:10].[CH2:17]([C:19]1[CH:24]=[CH:23][C:22]([S:25](Cl)(=[O:27])=[O:26])=[CH:21][CH:20]=1)[CH3:18]. (3) The reactants are: [C:1]([C:3]1[CH:8]=[CH:7][C:6]([F:9])=[CH:5][C:4]=1[C:10]1[C:15]([F:16])=[CH:14][C:13]([N:17]([CH:22]2[CH2:27][CH2:26][CH2:25][CH2:24][CH2:23]2)[CH2:18][CH:19]([CH3:21])[CH3:20])=[C:12]([NH:28][C:29]([NH:31][C:32]2[CH:37]=[CH:36][C:35]([CH3:38])=[CH:34][CH:33]=2)=[O:30])[CH:11]=1)#[N:2].NC1C=C(C2C(C#N)=CC=CC=2)C=CC=1N(CC(C)C)CC(C)C.C(N(CC(C)C)C1C=CC(C2C=CC=CC=2C2N[N:83]=[N:82][N:81]=2)=CC=1N)C(C)C. Given the product [CH:22]1([N:17]([CH2:18][CH:19]([CH3:21])[CH3:20])[C:13]2[CH:14]=[C:15]([F:16])[C:10]([C:4]3[CH:5]=[C:6]([F:9])[CH:7]=[CH:8][C:3]=3[C:1]3[NH:83][N:82]=[N:81][N:2]=3)=[CH:11][C:12]=2[NH:28][C:29]([NH:31][C:32]2[CH:37]=[CH:36][C:35]([CH3:38])=[CH:34][CH:33]=2)=[O:30])[CH2:23][CH2:24][CH2:25][CH2:26][CH2:27]1, predict the reactants needed to synthesize it. (4) The reactants are: Br[C:2]1[C:7]([O:8][CH3:9])=[CH:6][C:5]([CH2:10][O:11][CH:12]2[CH2:15][CH2:14][CH2:13]2)=[CH:4][C:3]=1[O:16][CH3:17].C([Li])CCC.[B:23](OC)([O:26]C)[O:24]C.[Cl-].[NH4+]. Given the product [CH:12]1([O:11][CH2:10][C:5]2[CH:6]=[C:7]([O:8][CH3:9])[C:2]([B:23]([OH:26])[OH:24])=[C:3]([O:16][CH3:17])[CH:4]=2)[CH2:15][CH2:14][CH2:13]1, predict the reactants needed to synthesize it. (5) Given the product [C:26]([N:8]1[CH2:9][CH2:10][O:11][C@H:6]([CH2:5][C:4]2[CH:12]=[CH:13][CH:14]=[CH:15][C:3]=2[OH:2])[CH2:7]1)([O:28][C:29]([CH3:32])([CH3:31])[CH3:30])=[O:27], predict the reactants needed to synthesize it. The reactants are: C[O:2][C:3]1[CH:15]=[CH:14][CH:13]=[CH:12][C:4]=1[CH2:5][C@H:6]1[O:11][CH2:10][CH2:9][NH:8][CH2:7]1.B(Br)(Br)Br.C(=O)([O-])[O-].[K+].[K+].[C:26](O[C:26]([O:28][C:29]([CH3:32])([CH3:31])[CH3:30])=[O:27])([O:28][C:29]([CH3:32])([CH3:31])[CH3:30])=[O:27]. (6) Given the product [CH3:4][CH:3]([CH3:5])[CH2:2][C:1]([C:15]1[CH:16]=[CH:17][C:12]([CH3:18])=[CH:13][CH:14]=1)=[O:6], predict the reactants needed to synthesize it. The reactants are: [C:1](Cl)(=[O:6])[CH2:2][CH:3]([CH3:5])[CH3:4].[Cl-].[Cl-].[Cl-].[Al+3].[C:12]1([CH3:18])[CH:17]=[CH:16][CH:15]=[CH:14][CH:13]=1. (7) Given the product [CH3:27][O:26][C:21]1[CH:22]=[CH:23][CH:24]=[CH:25][C:20]=1[CH2:19][O:18][CH2:17][CH2:16][CH2:15][O:14][C:11]1[CH:12]=[CH:13][C:8]([CH:7]2[CH2:6][CH2:5][N:4]([C:28]([O:30][C:31]([CH3:34])([CH3:33])[CH3:32])=[O:29])[CH2:3][CH:2]2[O:1][CH2:36][C:37]2[CH:38]=[CH:39][C:40]3[C:44]([CH:45]=2)=[N:43][N:42]([CH2:46][CH2:47][CH2:48][O:49][CH3:50])[CH:41]=3)=[CH:9][CH:10]=1, predict the reactants needed to synthesize it. The reactants are: [OH:1][CH:2]1[CH:7]([C:8]2[CH:13]=[CH:12][C:11]([O:14][CH2:15][CH2:16][CH2:17][O:18][CH2:19][C:20]3[CH:25]=[CH:24][CH:23]=[CH:22][C:21]=3[O:26][CH3:27])=[CH:10][CH:9]=2)[CH2:6][CH2:5][N:4]([C:28]([O:30][C:31]([CH3:34])([CH3:33])[CH3:32])=[O:29])[CH2:3]1.Cl[CH2:36][C:37]1[CH:38]=[CH:39][C:40]2[C:44]([CH:45]=1)=[N:43][N:42]([CH2:46][CH2:47][CH2:48][O:49][CH3:50])[CH:41]=2. (8) Given the product [Cl:28][C:27]1[C:22]([NH:21][C:16]2[CH:17]=[CH:18][CH:19]=[CH:20][C:15]=2[S:12]([N:9]2[CH2:10][CH2:11][C@H:7]([OH:6])[CH2:8]2)(=[O:13])=[O:14])=[N:23][C:24]([NH:32][C:33]2[CH:34]=[CH:35][C:36]3[CH2:42][CH:41]([NH:43][CH2:44][CH2:45][OH:46])[CH2:40][CH2:39][CH2:38][C:37]=3[C:47]=2[O:48][CH3:49])=[N:25][CH:26]=1, predict the reactants needed to synthesize it. The reactants are: C([Si](C)(C)[O:6][C@H:7]1[CH2:11][CH2:10][N:9]([S:12]([C:15]2[CH:20]=[CH:19][CH:18]=[CH:17][C:16]=2[NH:21][C:22]2[C:27]([Cl:28])=[CH:26][N:25]=[C:24](Cl)[N:23]=2)(=[O:14])=[O:13])[CH2:8]1)(C)(C)C.[NH2:32][C:33]1[CH:34]=[CH:35][C:36]2[CH2:42][CH:41]([NH:43][CH2:44][CH2:45][OH:46])[CH2:40][CH2:39][CH2:38][C:37]=2[C:47]=1[O:48][CH3:49].